From a dataset of Reaction yield outcomes from USPTO patents with 853,638 reactions. Predict the reaction yield, written as a fraction of the theoretical maximum amount of product (1.0 means a 100% yield; for example, 0.34 means a 34% yield). (1) The reactants are C(=O)([O-])[O-].[Ca+2].[C:6](Cl)(Cl)=[S:7].[NH2:10][C:11]1[CH:16]=[CH:15][C:14]([CH2:17][C:18]([O:20][CH3:21])=[O:19])=[CH:13][C:12]=1[Cl:22].Cl. The catalyst is C(Cl)Cl.O.C(Cl)Cl. The product is [Cl:22][C:12]1[CH:13]=[C:14]([CH2:17][C:18]([O:20][CH3:21])=[O:19])[CH:15]=[CH:16][C:11]=1[N:10]=[C:6]=[S:7]. The yield is 1.00. (2) The reactants are C(O)(=O)C.[CH2:5]([O:7][C:8]1[CH:13]=[C:12]([CH:14]2[CH2:19][CH2:18][NH:17][CH2:16][CH2:15]2)[CH:11]=[CH:10][C:9]=1[NH:20][C:21](=[O:26])[C:22]([F:25])([F:24])[F:23])[CH3:6].[CH:27]([S:29]([CH3:32])(=[O:31])=[O:30])=[CH2:28].C([O-])([O-])=O.[K+].[K+]. The catalyst is C(Cl)Cl.CO. The product is [CH2:5]([O:7][C:8]1[CH:13]=[C:12]([CH:14]2[CH2:19][CH2:18][N:17]([CH2:28][CH2:27][S:29]([CH3:32])(=[O:31])=[O:30])[CH2:16][CH2:15]2)[CH:11]=[CH:10][C:9]=1[NH:20][C:21](=[O:26])[C:22]([F:23])([F:24])[F:25])[CH3:6]. The yield is 0.580. (3) The reactants are [NH:1]1[C:9]2[C:4](=[CH:5][CH:6]=[CH:7][N:8]=2)[CH:3]=[CH:2]1.[CH3:10]C1C2C(=CC=CC=2)NC=1. No catalyst specified. The product is [CH3:10][N:1]1[C:9]2=[N:8][CH:7]=[CH:6][CH:5]=[C:4]2[CH:3]=[CH:2]1. The yield is 0.580. (4) The reactants are [CH3:1][S:2]([CH2:5][C:6]#[N:7])(=[O:4])=[O:3].[C:8](=O)([O-])[O-].[K+].[K+].[CH2:14]1[O:22][C:21]2[CH:20]=[CH:19][C:18]([N:23]=[C:24]=[S:25])=[CH:17][C:16]=2[O:15]1.CI. The catalyst is CC(C)=O. The product is [O:22]1[C:21]2[CH:20]=[CH:19][C:18]([NH:23][C:24]([S:25][CH3:8])=[C:5]([S:2]([CH3:1])(=[O:4])=[O:3])[C:6]#[N:7])=[CH:17][C:16]=2[O:15][CH2:14]1. The yield is 0.650. (5) The reactants are [Cl:1][C:2]1[CH:7]=[CH:6][C:5]([C:8]2[C:12]([C:13](OCC)=[O:14])=[CH:11][O:10][N:9]=2)=[CH:4][C:3]=1[F:18].[H-].C([Al+]CC(C)C)C(C)C.Cl. The catalyst is O1CCCC1. The product is [Cl:1][C:2]1[CH:7]=[CH:6][C:5]([C:8]2[C:12]([CH2:13][OH:14])=[CH:11][O:10][N:9]=2)=[CH:4][C:3]=1[F:18]. The yield is 0.960.